This data is from Full USPTO retrosynthesis dataset with 1.9M reactions from patents (1976-2016). The task is: Predict the reactants needed to synthesize the given product. Given the product [Cl:1][C:2]1[CH:7]=[CH:6][C:5]([C:8]([CH:16]2[CH2:18][CH2:17]2)([C:31]2[C:30]3[C:34](=[C:26]([CH2:25][S:24][CH3:23])[CH:27]=[CH:28][CH:29]=3)[NH:33][CH:32]=2)[CH2:9][C:10]([O:12][CH2:13][CH3:14])=[O:11])=[CH:4][CH:3]=1, predict the reactants needed to synthesize it. The reactants are: [Cl:1][C:2]1[CH:7]=[CH:6][C:5]([C:8]([CH:16]2[CH2:18][CH2:17]2)(O)[CH2:9][C:10]([O:12][CH2:13][CH3:14])=[O:11])=[CH:4][CH:3]=1.[Cl-].[In+3].[Cl-].[Cl-].[CH3:23][S:24][CH2:25][C:26]1[CH:27]=[CH:28][CH:29]=[C:30]2[C:34]=1[NH:33][CH:32]=[CH:31]2.